From a dataset of Catalyst prediction with 721,799 reactions and 888 catalyst types from USPTO. Predict which catalyst facilitates the given reaction. Product: [CH3:1][C:2]1[N:11]=[CH:10][C:9]2[CH2:8][CH2:7][CH:6]3[CH:12]([CH3:20])[C:13](=[O:14])[CH2:18][CH2:19][C:5]3([C:21]3[CH:22]=[CH:23][CH:24]=[CH:25][CH:26]=3)[C:4]=2[N:3]=1. Reactant: [CH3:1][C:2]1[N:11]=[CH:10][C:9]2[CH2:8][CH2:7][CH:6]3[CH:12]([CH3:20])[C:13]4([CH2:18][CH2:19][C:5]3([C:21]3[CH:26]=[CH:25][CH:24]=[CH:23][CH:22]=3)[C:4]=2[N:3]=1)OCC[O:14]4.Cl. The catalyst class is: 5.